This data is from NCI-60 drug combinations with 297,098 pairs across 59 cell lines. The task is: Regression. Given two drug SMILES strings and cell line genomic features, predict the synergy score measuring deviation from expected non-interaction effect. (1) Drug 1: CC12CCC(CC1=CCC3C2CCC4(C3CC=C4C5=CN=CC=C5)C)O. Drug 2: CN1C2=C(C=C(C=C2)N(CCCl)CCCl)N=C1CCCC(=O)O.Cl. Cell line: ACHN. Synergy scores: CSS=-1.53, Synergy_ZIP=-1.30, Synergy_Bliss=-3.50, Synergy_Loewe=-3.81, Synergy_HSA=-4.72. (2) Cell line: IGROV1. Drug 2: CN1C(=O)N2C=NC(=C2N=N1)C(=O)N. Drug 1: CN1CCC(CC1)COC2=C(C=C3C(=C2)N=CN=C3NC4=C(C=C(C=C4)Br)F)OC. Synergy scores: CSS=49.4, Synergy_ZIP=1.48, Synergy_Bliss=1.20, Synergy_Loewe=-47.3, Synergy_HSA=0.218. (3) Cell line: CAKI-1. Synergy scores: CSS=9.16, Synergy_ZIP=-5.14, Synergy_Bliss=1.19, Synergy_Loewe=-1.84, Synergy_HSA=0.718. Drug 1: CNC(=O)C1=CC=CC=C1SC2=CC3=C(C=C2)C(=NN3)C=CC4=CC=CC=N4. Drug 2: C1C(C(OC1N2C=NC3=C(N=C(N=C32)Cl)N)CO)O. (4) Drug 1: CC1=CC2C(CCC3(C2CCC3(C(=O)C)OC(=O)C)C)C4(C1=CC(=O)CC4)C. Drug 2: C1=NC2=C(N=C(N=C2N1C3C(C(C(O3)CO)O)F)Cl)N. Cell line: LOX IMVI. Synergy scores: CSS=18.7, Synergy_ZIP=0.943, Synergy_Bliss=-4.04, Synergy_Loewe=-9.66, Synergy_HSA=-5.78. (5) Drug 1: C1=CN(C(=O)N=C1N)C2C(C(C(O2)CO)O)O.Cl. Drug 2: COC1=NC(=NC2=C1N=CN2C3C(C(C(O3)CO)O)O)N. Cell line: K-562. Synergy scores: CSS=33.8, Synergy_ZIP=6.33, Synergy_Bliss=7.04, Synergy_Loewe=-26.9, Synergy_HSA=6.68. (6) Drug 1: CC1=C2C(C(=O)C3(C(CC4C(C3C(C(C2(C)C)(CC1OC(=O)C(C(C5=CC=CC=C5)NC(=O)OC(C)(C)C)O)O)OC(=O)C6=CC=CC=C6)(CO4)OC(=O)C)OC)C)OC. Drug 2: CC(C)NC(=O)C1=CC=C(C=C1)CNNC.Cl. Cell line: SNB-19. Synergy scores: CSS=38.3, Synergy_ZIP=0.414, Synergy_Bliss=-0.417, Synergy_Loewe=-31.1, Synergy_HSA=-0.856. (7) Drug 1: CC1=CC2C(CCC3(C2CCC3(C(=O)C)OC(=O)C)C)C4(C1=CC(=O)CC4)C. Drug 2: C#CCC(CC1=CN=C2C(=N1)C(=NC(=N2)N)N)C3=CC=C(C=C3)C(=O)NC(CCC(=O)O)C(=O)O. Cell line: T-47D. Synergy scores: CSS=12.7, Synergy_ZIP=-3.49, Synergy_Bliss=2.86, Synergy_Loewe=3.96, Synergy_HSA=3.96.